Dataset: Peptide-MHC class II binding affinity with 134,281 pairs from IEDB. Task: Regression. Given a peptide amino acid sequence and an MHC pseudo amino acid sequence, predict their binding affinity value. This is MHC class II binding data. (1) The peptide sequence is GQKYFKGNFQRLAIT. The MHC is DRB3_0101 with pseudo-sequence DRB3_0101. The binding affinity (normalized) is 0.627. (2) The peptide sequence is IKGTAPFETHANRIV. The MHC is HLA-DQA10501-DQB10201 with pseudo-sequence HLA-DQA10501-DQB10201. The binding affinity (normalized) is 0.0869. (3) The peptide sequence is GTKTEAEDVIPEGWK. The MHC is DRB4_0101 with pseudo-sequence DRB4_0103. The binding affinity (normalized) is 0.0208. (4) The peptide sequence is MTETLLVQNANPDCKTIL. The MHC is DRB1_1101 with pseudo-sequence DRB1_1101. The binding affinity (normalized) is 0.